From a dataset of Full USPTO retrosynthesis dataset with 1.9M reactions from patents (1976-2016). Predict the reactants needed to synthesize the given product. (1) Given the product [NH2:1][CH:2]([CH2:3][S:4][CH2:12][C:11]1[C:14]([O:20][CH3:21])=[CH:15][C:16]([O:18][CH3:19])=[CH:17][C:10]=1[O:9][CH3:8])[C:5]([OH:7])=[O:6], predict the reactants needed to synthesize it. The reactants are: [NH2:1][C@H:2]([C:5]([OH:7])=[O:6])[CH2:3][SH:4].[CH3:8][O:9][C:10]1[CH:17]=[C:16]([O:18][CH3:19])[CH:15]=[C:14]([O:20][CH3:21])[C:11]=1[CH2:12]O.[OH-].[K+]. (2) Given the product [O:26]=[C:23]1[C:12]2[C:13]([NH:15][C:16]3[CH:17]=[C:18]([CH3:22])[CH:19]=[CH:20][CH:21]=3)=[N:14][C:9]([NH:8][C@@H:7]3[CH2:6][CH2:5][O:4][CH2:3][C@@H:2]3[NH:1][C:34](=[O:35])[O:36][C:37]([CH3:40])([CH3:39])[CH3:38])=[CH:10][C:11]=2[CH2:25][NH:24]1, predict the reactants needed to synthesize it. The reactants are: [NH2:1][C@@H:2]1[C@H:7]([NH:8][C:9]2[N:14]=[C:13]([NH:15][C:16]3[CH:17]=[C:18]([CH3:22])[CH:19]=[CH:20][CH:21]=3)[C:12]3[C:23](=[O:26])[NH:24][CH2:25][C:11]=3[CH:10]=2)[CH2:6][CH2:5][O:4][CH2:3]1.CCN(CC)CC.[C:34](O[C:34]([O:36][C:37]([CH3:40])([CH3:39])[CH3:38])=[O:35])([O:36][C:37]([CH3:40])([CH3:39])[CH3:38])=[O:35]. (3) Given the product [CH3:17][C:18]([S@:21]([NH:23][CH:13]([C:10]1[CH:11]=[CH:12][C:7]([O:6][C:2]([F:16])([F:1])[CH:3]([F:5])[F:4])=[CH:8][CH:9]=1)[CH3:14])=[O:22])([CH3:20])[CH3:19], predict the reactants needed to synthesize it. The reactants are: [F:1][C:2]([F:16])([O:6][C:7]1[CH:12]=[CH:11][C:10]([C:13](=O)[CH3:14])=[CH:9][CH:8]=1)[CH:3]([F:5])[F:4].[CH3:17][C:18]([S@:21]([NH2:23])=[O:22])([CH3:20])[CH3:19]. (4) Given the product [F:1][C:2]([F:15])([F:14])[S:3]([O:6][C:27]1[CH:26]=[CH:25][C:24]([C:22]([N:16]2[CH2:21][CH2:20][O:19][CH2:18][CH2:17]2)=[O:23])=[CH:29][CH:28]=1)(=[O:5])=[O:4], predict the reactants needed to synthesize it. The reactants are: [F:1][C:2]([F:15])([F:14])[S:3]([O:6]S(C(F)(F)F)(=O)=O)(=[O:5])=[O:4].[N:16]1([C:22]([C:24]2[CH:29]=[CH:28][C:27](O)=[CH:26][CH:25]=2)=[O:23])[CH2:21][CH2:20][O:19][CH2:18][CH2:17]1.C(N(CC)CC)C.